From a dataset of Reaction yield outcomes from USPTO patents with 853,638 reactions. Predict the reaction yield, written as a fraction of the theoretical maximum amount of product (1.0 means a 100% yield; for example, 0.34 means a 34% yield). (1) The reactants are [Si]([O:8][CH2:9][CH2:10][N:11]([C:19]1[C:20]([Cl:30])=[N:21][N:22]([C:24]2[CH:25]=[N:26][CH:27]=[CH:28][CH:29]=2)[CH:23]=1)[C:12](=[O:18])[CH:13]([CH3:17])[CH2:14][S:15][CH3:16])(C(C)(C)C)(C)C.[F-].C([N+](CCCC)(CCCC)CCCC)CCC. The catalyst is O1CCCC1.[Cl-].[Na+].O. The product is [Cl:30][C:20]1[C:19]([N:11]([CH2:10][CH2:9][OH:8])[C:12](=[O:18])[CH:13]([CH3:17])[CH2:14][S:15][CH3:16])=[CH:23][N:22]([C:24]2[CH:25]=[N:26][CH:27]=[CH:28][CH:29]=2)[N:21]=1. The yield is 0.565. (2) The reactants are [Cl:1][C:2]1[S:6][C:5]([C:7]2[O:11][N:10]=[CH:9][C:8]=2[CH2:12]O)=[CH:4][CH:3]=1.O1CCCC1.S(Cl)([Cl:21])=O. The catalyst is C1(C)C=CC=CC=1. The product is [Cl:21][CH2:12][C:8]1[CH:9]=[N:10][O:11][C:7]=1[C:5]1[S:6][C:2]([Cl:1])=[CH:3][CH:4]=1. The yield is 0.980.